Dataset: Serine/threonine kinase 33 screen with 319,792 compounds. Task: Binary Classification. Given a drug SMILES string, predict its activity (active/inactive) in a high-throughput screening assay against a specified biological target. The compound is Clc1ccc(C2N(C(=O)C=C2C)c2ccc(cc2)C)cc1. The result is 0 (inactive).